This data is from Catalyst prediction with 721,799 reactions and 888 catalyst types from USPTO. The task is: Predict which catalyst facilitates the given reaction. (1) The catalyst class is: 8. Product: [CH3:16][C:17]1([CH3:24])[CH2:18][CH2:19][N:20]2[C:9](=[O:11])[CH:8]=[C:7]([C:4]3[CH:3]=[CH:2][N:1]=[CH:6][CH:5]=3)[N:23]=[C:21]2[NH:22]1. Reactant: [N:1]1[CH:6]=[CH:5][C:4]([C:7](=O)[CH2:8][C:9]([O:11]CC)=O)=[CH:3][CH:2]=1.Br.[CH3:16][C:17]1([CH3:24])[NH:22][C:21]([NH2:23])=[N:20][CH2:19][CH2:18]1.C(=O)([O-])[O-].[K+].[K+].O. (2) Reactant: Br[C:2]1[CH:7]=[N:6][CH:5]=[C:4]2[NH:8][CH:9]=[CH:10][C:3]=12.[CH3:11][N:12]1C(=O)CCC1. Product: [NH:8]1[C:4]2[CH:5]=[N:6][CH:7]=[C:2]([C:11]#[N:12])[C:3]=2[CH:10]=[CH:9]1. The catalyst class is: 380.